This data is from Reaction yield outcomes from USPTO patents with 853,638 reactions. The task is: Predict the reaction yield, written as a fraction of the theoretical maximum amount of product (1.0 means a 100% yield; for example, 0.34 means a 34% yield). The reactants are [F:1][C:2]1[CH:7]=[CH:6][CH:5]=[CH:4][C:3]=1[C@:8]12[CH2:16][O:15][C@H:14]([C:17]([F:20])([F:19])[F:18])[C@H:13]1[CH2:12][S:11][C:10]([NH2:21])=[N:9]2.FC(F)(F)C(O)=O.S(=O)(=O)(O)O.[N+:34]([O-])([OH:36])=[O:35].[OH-].[Na+].[ClH:40]. The catalyst is O. The product is [ClH:40].[F:1][C:2]1[CH:7]=[CH:6][C:5]([N+:34]([O-:36])=[O:35])=[CH:4][C:3]=1[C@:8]12[CH2:16][O:15][C@H:14]([C:17]([F:18])([F:19])[F:20])[C@H:13]1[CH2:12][S:11][C:10]([NH2:21])=[N:9]2. The yield is 0.873.